From a dataset of Reaction yield outcomes from USPTO patents with 853,638 reactions. Predict the reaction yield, written as a fraction of the theoretical maximum amount of product (1.0 means a 100% yield; for example, 0.34 means a 34% yield). (1) The reactants are Br[C:2]1[S:20][C:5]2[C:6](=[O:19])[NH:7][C:8]([CH3:18])([CH3:17])[CH:9]([C:10]3[CH:15]=[CH:14][C:13]([Cl:16])=[CH:12][CH:11]=3)[C:4]=2[CH:3]=1.[N:21]1[CH:26]=[CH:25][C:24](B(O)O)=[CH:23][CH:22]=1.C(=O)([O-])[O-].[Cs+].[Cs+]. The catalyst is O1CCOCC1.O.C1C=CC(P(C2C=CC=CC=2)[C-]2C=CC=C2)=CC=1.C1C=CC(P(C2C=CC=CC=2)[C-]2C=CC=C2)=CC=1.Cl[Pd]Cl.[Fe+2]. The product is [Cl:16][C:13]1[CH:14]=[CH:15][C:10]([CH:9]2[C:8]([CH3:18])([CH3:17])[NH:7][C:6](=[O:19])[C:5]3[S:20][C:2]([C:24]4[CH:25]=[CH:26][N:21]=[CH:22][CH:23]=4)=[CH:3][C:4]2=3)=[CH:11][CH:12]=1. The yield is 0.130. (2) The reactants are [H-].[Na+].C#CCN1[CH2:11][CH2:10][N:9]([CH2:12][C:13]2[CH:22]=[CH:21][C:20]([OH:23])=[C:19]3[C:14]=2[CH:15]=[CH:16][CH:17]=[N:18]3)[CH2:8][CH2:7]1.[CH3:24][N:25]([CH3:29])[C:26](Cl)=[O:27]. The catalyst is C1COCC1. The product is [CH3:24][N:25]([CH3:29])[C:26](=[O:27])[O:23][C:20]1[CH:21]=[CH:22][C:13]([CH2:12][N:9]2[CH2:8][CH2:7][CH:15]([CH2:14][C:13]#[CH:12])[CH2:11][CH2:10]2)=[C:14]2[C:19]=1[N:18]=[CH:17][CH:16]=[CH:15]2. The yield is 0.860. (3) The reactants are [Li+].CC([N-]C(C)C)C.[C:9]([O:14][CH2:15][CH3:16])(=[O:13])[CH:10]([CH3:12])[CH3:11].Br[CH2:18][CH2:19][CH2:20][CH2:21][CH2:22][CH2:23][Br:24].[NH4+].[Cl-]. The catalyst is C1COCC1.CN1C(=O)N(C)CCC1. The product is [Br:24][CH2:23][CH2:22][CH2:21][CH2:20][CH2:19][CH2:18][C:10]([CH3:12])([CH3:11])[C:9]([O:14][CH2:15][CH3:16])=[O:13]. The yield is 0.520. (4) The reactants are [C:1]([N:8]1[CH2:13][CH2:12][C:11]([CH:17]2[CH2:22][CH2:21][CH2:20][CH2:19][CH2:18]2)([C:14](O)=[O:15])[CH2:10][CH2:9]1)([O:3][C:4]([CH3:7])([CH3:6])[CH3:5])=[O:2].C(Cl)(=O)C(Cl)=O.[CH3:29][NH:30][CH3:31]. The catalyst is ClCCl.CN(C)C=O.C(OCC)(=O)C. The product is [CH3:29][N:30]([CH3:31])[C:14]([C:11]1([CH:17]2[CH2:22][CH2:21][CH2:20][CH2:19][CH2:18]2)[CH2:12][CH2:13][N:8]([C:1]([O:3][C:4]([CH3:7])([CH3:6])[CH3:5])=[O:2])[CH2:9][CH2:10]1)=[O:15]. The yield is 0.200. (5) The reactants are [CH3:1][N:2]1[CH:6]2[CH2:7][CH:8]([OH:10])[CH2:9][CH:3]1[CH2:4][CH2:5]2.C(N(CC)CC)C.[CH3:18][S:19](Cl)(=[O:21])=[O:20].C(=O)([O-])[O-].[K+].[K+]. The catalyst is ClCCl.O. The product is [CH3:1][N:2]1[CH:6]2[CH2:7][CH:8]([O:10][S:19]([CH3:18])(=[O:21])=[O:20])[CH2:9][CH:3]1[CH2:4][CH2:5]2. The yield is 0.781. (6) The reactants are [Si:1]([O:8][CH2:9][CH2:10][O:11][N:12]1C(=O)C2C(=CC=CC=2)C1=O)([C:4]([CH3:7])([CH3:6])[CH3:5])([CH3:3])[CH3:2].CNN. The catalyst is C(Cl)Cl.C(OCC)C. The product is [Si:1]([O:8][CH2:9][CH2:10][O:11][NH2:12])([C:4]([CH3:7])([CH3:6])[CH3:5])([CH3:3])[CH3:2]. The yield is 0.920.